Dataset: Catalyst prediction with 721,799 reactions and 888 catalyst types from USPTO. Task: Predict which catalyst facilitates the given reaction. (1) Reactant: [OH:1][C:2]1([C:13]2[S:14][CH:15]=[CH:16][N:17]=2)[CH2:7][CH2:6][CH:5]([C:8]([O:10][CH2:11][CH3:12])=[O:9])[CH2:4][CH2:3]1.[Br:18]N1C(=O)CCC1=O.S([O-])([O-])=O.[Na+].[Na+]. Product: [Br:18][C:15]1[S:14][C:13]([C:2]2([OH:1])[CH2:7][CH2:6][CH:5]([C:8]([O:10][CH2:11][CH3:12])=[O:9])[CH2:4][CH2:3]2)=[N:17][CH:16]=1. The catalyst class is: 35. (2) Reactant: [Cl:1][C:2]1[CH:10]=[CH:9][C:5]2[O:6][CH2:7][O:8][C:4]=2[C:3]=1[NH:11][C:12]1[C:20]2[C:19]3[CH2:21][NH:22][CH2:23][CH2:24][C:18]=3[NH:17][C:16]=2[N:15]=[CH:14][CH:13]=1.CCN(C(C)C)C(C)C.[CH:34]1([C:38](Cl)=[O:39])[CH2:37][CH2:36][CH2:35]1. Product: [Cl:1][C:2]1[CH:10]=[CH:9][C:5]2[O:6][CH2:7][O:8][C:4]=2[C:3]=1[NH:11][C:12]1[C:20]2[C:19]3[CH2:21][N:22]([C:38]([CH:34]4[CH2:37][CH2:36][CH2:35]4)=[O:39])[CH2:23][CH2:24][C:18]=3[NH:17][C:16]=2[N:15]=[CH:14][CH:13]=1. The catalyst class is: 26. (3) Reactant: [CH3:1][Si:2]([CH3:8])([CH3:7])[C:3]#[C:4][CH:5]=O.[CH3:9][O:10][CH2:11][CH2:12][NH2:13].S([O-])([O-])(=O)=O.[Mg+2].[C:20]1(=[O:31])[O:26][C:24](=[O:25])[C:23]2=[CH:27][CH:28]=[CH:29][CH:30]=[C:22]2[CH2:21]1. Product: [CH3:9][O:10][CH2:11][CH2:12][N:13]1[CH:5]([C:4]#[C:3][Si:2]([CH3:8])([CH3:7])[CH3:1])[CH:21]([C:20]([OH:31])=[O:26])[C:22]2[C:23](=[CH:27][CH:28]=[CH:29][CH:30]=2)[C:24]1=[O:25]. The catalyst class is: 452. (4) Reactant: Br[C:2]1[S:3][CH:4]=[C:5]([C:7]2[CH:12]=[CH:11][C:10]([NH:13][S:14]([C:17]([F:20])([F:19])[F:18])(=[O:16])=[O:15])=[CH:9][C:8]=2[Cl:21])[N:6]=1.[NH:22]1[C:30]2[C:25](=[C:26](B(O)O)[CH:27]=[CH:28][CH:29]=2)[CH:24]=[CH:23]1.C(=O)([O-])[O-].[K+].[K+].CN(C)C=O. Product: [Cl:21][C:8]1[CH:9]=[C:10]([NH:13][S:14]([C:17]([F:20])([F:19])[F:18])(=[O:16])=[O:15])[CH:11]=[CH:12][C:7]=1[C:5]1[N:6]=[C:2]([C:26]2[CH:27]=[CH:28][CH:29]=[C:30]3[C:25]=2[CH:24]=[CH:23][NH:22]3)[S:3][CH:4]=1. The catalyst class is: 103.